Task: Predict the reaction yield, written as a fraction of the theoretical maximum amount of product (1.0 means a 100% yield; for example, 0.34 means a 34% yield).. Dataset: Reaction yield outcomes from USPTO patents with 853,638 reactions (1) The reactants are [NH2:1][C@@H:2]([C@@H:5]([CH3:8])[CH2:6][CH3:7])[CH2:3][OH:4]. The catalyst is O1CCOCC1. The product is [CH:5]([CH:2]1[NH:1][C:3](=[O:4])[CH:2]([CH:5]([CH2:6][CH3:7])[CH3:8])[NH:1][C:3]1=[O:4])([CH2:6][CH3:7])[CH3:8]. The yield is 0.720. (2) The reactants are [CH3:1][O:2][C:3]1[CH:4]=[C:5]2[C:10](=[CH:11][C:12]=1[O:13][CH3:14])[N:9]=[CH:8][CH:7]=[C:6]2[N:15]1[CH2:21][C:20]2[CH:22]=[C:23]([C:26]3[CH:27]=[C:28]([NH2:33])[C:29]([NH2:32])=[CH:30][CH:31]=3)[CH:24]=[CH:25][C:19]=2[O:18][CH2:17][CH2:16]1.[CH3:34][O:35][C:36]([NH:38][C:39](=NC(OC)=O)SC)=[O:37]. The catalyst is C(O)(=O)C. The product is [CH3:1][O:2][C:3]1[CH:4]=[C:5]2[C:10](=[CH:11][C:12]=1[O:13][CH3:14])[N:9]=[CH:8][CH:7]=[C:6]2[N:15]1[CH2:21][C:20]2[CH:22]=[C:23]([C:26]3[CH:31]=[CH:30][C:29]4[N:32]=[C:39]([NH:38][C:36](=[O:37])[O:35][CH3:34])[NH:33][C:28]=4[CH:27]=3)[CH:24]=[CH:25][C:19]=2[O:18][CH2:17][CH2:16]1. The yield is 0.250. (3) The reactants are [CH:1]1([C:8](OC)=[O:9])[CH2:7][CH2:6][CH2:5][CH2:4][CH2:3][CH2:2]1.[H-].[Al+3].[Li+].[H-].[H-].[H-].[OH-].[Na+].C(OCC)(=O)C. The catalyst is C1COCC1. The product is [CH:1]1([CH2:8][OH:9])[CH2:7][CH2:6][CH2:5][CH2:4][CH2:3][CH2:2]1. The yield is 0.660. (4) The product is [Cl:27][C:22]1[CH:21]=[C:20]([NH:19][C:10]2[C:9]3[C:14](=[CH:15][CH:16]=[C:7]([NH:6][CH2:5][C:4]4[CH:3]=[C:2]([NH:1][S:39]([CH3:38])(=[O:41])=[O:40])[CH:30]=[CH:29][CH:28]=4)[CH:8]=3)[N:13]=[CH:12][C:11]=2[C:17]#[N:18])[CH:25]=[CH:24][C:23]=1[F:26]. The catalyst is CN1C(=O)CCC1. The reactants are [NH2:1][C:2]1[CH:3]=[C:4]([CH:28]=[CH:29][CH:30]=1)[CH2:5][NH:6][C:7]1[CH:8]=[C:9]2[C:14](=[CH:15][CH:16]=1)[N:13]=[CH:12][C:11]([C:17]#[N:18])=[C:10]2[NH:19][C:20]1[CH:25]=[CH:24][C:23]([F:26])=[C:22]([Cl:27])[CH:21]=1.C(N(CC)CC)C.[CH3:38][S:39](Cl)(=[O:41])=[O:40]. The yield is 0.210. (5) The reactants are Cl.[NH2:2][C@@H:3]([CH2:7][O:8][CH3:9])[C:4]([OH:6])=[O:5].[OH-].[Na+].Cl[C:13]([O:15][CH3:16])=[O:14].Cl. The catalyst is C1COCC1. The product is [CH3:9][O:8][CH2:7][C@H:3]([NH:2][C:13]([O:15][CH3:16])=[O:14])[C:4]([OH:6])=[O:5]. The yield is 0.560. (6) The product is [CH3:3][O:4][C:5]1[CH:6]=[C:7]2[C:11](=[CH:12][CH:13]=1)[N:10]([CH3:15])[C:9](=[O:14])[CH2:8]2. The yield is 0.530. The catalyst is C1(C)C=CC=CC=1. The reactants are [H-].[Na+].[CH3:3][O:4][C:5]1[CH:6]=[C:7]2[C:11](=[CH:12][CH:13]=1)[NH:10][C:9](=[O:14])[CH2:8]2.[CH3:15]OS(OC)(=O)=O. (7) The reactants are [CH3:1][O:2][C:3]1[CH:8]=[CH:7][C:6]([N+:9]([O-:11])=[O:10])=[CH:5][C:4]=1[C:12]1[N:16]([CH3:17])[N:15]=[CH:14][CH:13]=1.[Cl:18]N1C(=O)CCC1=O.O. The catalyst is CN(C=O)C. The product is [Cl:18][C:13]1[CH:14]=[N:15][N:16]([CH3:17])[C:12]=1[C:4]1[CH:5]=[C:6]([N+:9]([O-:11])=[O:10])[CH:7]=[CH:8][C:3]=1[O:2][CH3:1]. The yield is 0.890.